From a dataset of Full USPTO retrosynthesis dataset with 1.9M reactions from patents (1976-2016). Predict the reactants needed to synthesize the given product. (1) Given the product [Cl:18][C:19]1[CH:24]=[CH:23][C:22]([CH2:25][C:26]([NH:1][N:2]2[C:7](=[O:8])[C:6]3[S:9][CH:10]=[CH:11][C:5]=3[C:4]([C:12]3[CH:17]=[CH:16][CH:15]=[CH:14][CH:13]=3)=[N:3]2)=[O:27])=[CH:21][CH:20]=1, predict the reactants needed to synthesize it. The reactants are: [NH2:1][N:2]1[C:7](=[O:8])[C:6]2[S:9][CH:10]=[CH:11][C:5]=2[C:4]([C:12]2[CH:17]=[CH:16][CH:15]=[CH:14][CH:13]=2)=[N:3]1.[Cl:18][C:19]1[CH:24]=[CH:23][C:22]([CH2:25][C:26](O)=[O:27])=[CH:21][CH:20]=1. (2) The reactants are: Br[C:2]1[C:3]2[C:4]([S:20][C:21]3[CH:26]=[CH:25][C:24]([Cl:27])=[CH:23][CH:22]=3)=[C:5]3[CH:14]([CH2:15][C:16]([O:18]C)=[O:17])[CH2:13][CH2:12][N:6]3[C:7]=2[CH:8]=[C:9]([F:11])[CH:10]=1.[Cl:28][C:29]1[CH:30]=[C:31](B(O)O)[CH:32]=[CH:33][C:34]=1[Cl:35]. Given the product [Cl:27][C:24]1[CH:25]=[CH:26][C:21]([S:20][C:4]2[C:3]3[C:2]([C:32]4[CH:31]=[CH:30][C:29]([Cl:28])=[C:34]([Cl:35])[CH:33]=4)=[CH:10][C:9]([F:11])=[CH:8][C:7]=3[N:6]3[CH2:12][CH2:13][CH:14]([CH2:15][C:16]([OH:18])=[O:17])[C:5]=23)=[CH:22][CH:23]=1, predict the reactants needed to synthesize it. (3) Given the product [I:29][C:21]1[CH:20]=[N:19][N:12]2[C:13]([C:15]([F:18])([F:17])[F:16])=[CH:14][C:9]([C:5]3[CH:6]=[CH:7][CH:8]=[C:3]([C:2]([F:1])([F:22])[F:23])[CH:4]=3)=[N:10][C:11]=12, predict the reactants needed to synthesize it. The reactants are: [F:1][C:2]([F:23])([F:22])[C:3]1[CH:4]=[C:5]([C:9]2[CH:14]=[C:13]([C:15]([F:18])([F:17])[F:16])[N:12]3[N:19]=[CH:20][CH:21]=[C:11]3[N:10]=2)[CH:6]=[CH:7][CH:8]=1.C([O-])(=O)C.[Na+].[I:29]Cl.